Dataset: Catalyst prediction with 721,799 reactions and 888 catalyst types from USPTO. Task: Predict which catalyst facilitates the given reaction. (1) Reactant: [CH3:1][C:2]1[CH:11]=[CH:10][C:9]2[C:4](=[C:5]([CH:12]([CH3:17])[C:13]([O:15][CH3:16])=[O:14])[CH:6]=[CH:7][CH:8]=2)[N:3]=1.[CH3:18][Si]([N-][Si](C)(C)C)(C)C.[Li+].IC.O. Product: [CH3:17][C:12]([C:5]1[CH:6]=[CH:7][CH:8]=[C:9]2[C:4]=1[N:3]=[C:2]([CH3:1])[CH:11]=[CH:10]2)([CH3:18])[C:13]([O:15][CH3:16])=[O:14]. The catalyst class is: 116. (2) Reactant: [CH3:1][CH:2]([CH3:27])[C@H:3]([N:8]1[CH2:16][C:15]2[C:10](=[CH:11][C:12]([C:17]3[CH:22]=[CH:21][C:20]([N+:23]([O-:25])=[O:24])=[CH:19]N=3)=[CH:13][CH:14]=2)[C:9]1=[O:26])[C:4]([O:6][CH3:7])=[O:5].[CH3:28][CH:29](C)[C@H](N1CC2C(=CC(B3OC(C)(C)C(C)(C)O3)=CC=2)C1=O)C(OC)=O.BrC1C=CC([N+]([O-])=O)=CC=1C. Product: [CH3:1][CH:2]([CH3:27])[C@H:3]([N:8]1[CH2:16][C:15]2[C:10](=[CH:11][C:12]([C:17]3[CH:22]=[CH:21][C:20]([N+:23]([O-:25])=[O:24])=[CH:19][C:28]=3[CH3:29])=[CH:13][CH:14]=2)[C:9]1=[O:26])[C:4]([O:6][CH3:7])=[O:5]. The catalyst class is: 462. (3) Reactant: [Cl:1][C:2]1[CH:3]=[CH:4][C:5]([O:31][CH3:32])=[C:6]([N:8]([CH2:19][CH2:20][C:21]2[CH:26]=[CH:25][C:24]([C:27]([F:30])([F:29])[F:28])=[CH:23][CH:22]=2)[C:9](=[O:18])[C:10](=O)[C:11]2[CH:16]=[CH:15][CH:14]=[CH:13][CH:12]=2)[CH:7]=1.[OH:33][NH2:34].Cl.N1C(C)=CC=CC=1C. Product: [Cl:1][C:2]1[CH:3]=[CH:4][C:5]([O:31][CH3:32])=[C:6]([N:8]([CH2:19][CH2:20][C:21]2[CH:26]=[CH:25][C:24]([C:27]([F:30])([F:29])[F:28])=[CH:23][CH:22]=2)[C:9](=[O:18])[C:10](=[N:34][OH:33])[C:11]2[CH:16]=[CH:15][CH:14]=[CH:13][CH:12]=2)[CH:7]=1. The catalyst class is: 14.